This data is from Reaction yield outcomes from USPTO patents with 853,638 reactions. The task is: Predict the reaction yield, written as a fraction of the theoretical maximum amount of product (1.0 means a 100% yield; for example, 0.34 means a 34% yield). (1) The reactants are [Cl:1][C:2]1[CH:19]=[CH:18][C:5]([CH2:6][S:7][C:8]2[O:9][C:10]3[CH:16]=[CH:15][C:14]([NH2:17])=[CH:13][C:11]=3[N:12]=2)=[CH:4][CH:3]=1.[C:20](Cl)(=[O:22])[CH3:21].O. The catalyst is N1C=CC=CC=1. The product is [Cl:1][C:2]1[CH:19]=[CH:18][C:5]([CH2:6][S:7][C:8]2[O:9][C:10]3[CH:16]=[CH:15][C:14]([NH:17][C:20](=[O:22])[CH3:21])=[CH:13][C:11]=3[N:12]=2)=[CH:4][CH:3]=1. The yield is 0.400. (2) The reactants are Br[C:2]1[C:3]([NH:9][C:10](=[O:13])[CH2:11]I)=[N:4][CH:5]=[C:6]([Br:8])[N:7]=1.[O:14]1[CH2:19][CH2:18][CH:17]([CH2:20][NH2:21])[CH2:16][CH2:15]1.C(N(C(C)C)CC)(C)C. The catalyst is C(#N)C. The product is [Br:8][C:6]1[N:7]=[C:2]2[N:21]([CH2:20][CH:17]3[CH2:18][CH2:19][O:14][CH2:15][CH2:16]3)[CH2:11][C:10](=[O:13])[NH:9][C:3]2=[N:4][CH:5]=1. The yield is 0.790. (3) The reactants are [C:1]([C:5]1[CH:13]=[CH:12][C:8]([C:9]([OH:11])=O)=[C:7]([O:14][C:15]2[CH:16]=[N:17][C:18]([C:21]([F:24])([F:23])[F:22])=[CH:19][CH:20]=2)[CH:6]=1)([CH3:4])([CH3:3])[CH3:2].CN(C(ON1N=NC2C=CC=NC1=2)=[N+](C)C)C.F[P-](F)(F)(F)(F)F.[CH3:49][O:50][C:51]1[CH:56]=[C:55]([NH2:57])[CH:54]=[CH:53][N:52]=1.C(N(CC)CC)C. The catalyst is ClCCl. The product is [C:1]([C:5]1[CH:13]=[CH:12][C:8]([C:9]([NH:57][C:55]2[CH:54]=[CH:53][N:52]=[C:51]([O:50][CH3:49])[CH:56]=2)=[O:11])=[C:7]([O:14][C:15]2[CH:16]=[N:17][C:18]([C:21]([F:24])([F:22])[F:23])=[CH:19][CH:20]=2)[CH:6]=1)([CH3:4])([CH3:2])[CH3:3]. The yield is 0.600. (4) The reactants are Cl[C:2]1[N:7]=[C:6]([S:8][CH3:9])[N:5]=[C:4]([C:10]2[CH:11]=[N:12][N:13]3[CH:18]=[CH:17][CH:16]=[N:15][C:14]=23)[CH:3]=1.[F:19][C:20]1[CH:25]=[C:24]([F:26])[CH:23]=[CH:22][C:21]=1[C@@H:27]([NH2:29])[CH3:28]. The catalyst is CN1C(=O)CCC1. The product is [F:19][C:20]1[CH:25]=[C:24]([F:26])[CH:23]=[CH:22][C:21]=1[C@@H:27]([NH:29][C:2]1[CH:3]=[C:4]([C:10]2[CH:11]=[N:12][N:13]3[CH:18]=[CH:17][CH:16]=[N:15][C:14]=23)[N:5]=[C:6]([S:8][CH3:9])[N:7]=1)[CH3:28]. The yield is 0.586. (5) The reactants are [CH2:1]([C:3]1[CH:4]=[C:5]([C:10](=[O:12])[CH3:11])[CH:6]=[CH:7][C:8]=1[OH:9])[CH3:2].[Si:13](Cl)([C:16]([CH3:19])([CH3:18])[CH3:17])([CH3:15])[CH3:14].N1C=CN=C1.O. The catalyst is CN(C=O)C. The product is [Si:13]([O:9][C:8]1[CH:7]=[CH:6][C:5]([C:10](=[O:12])[CH3:11])=[CH:4][C:3]=1[CH2:1][CH3:2])([C:16]([CH3:19])([CH3:18])[CH3:17])([CH3:15])[CH3:14]. The yield is 0.780. (6) The yield is 0.750. The catalyst is CN(C)C=O.C(OCC)(=O)C.O. The product is [NH2:35][C:33]1[C:34]2[C:29]([CH3:36])=[N:28][N:27]([CH:9]([C:5]3[C:4]([O:12][CH3:13])=[C:3]([CH:14]4[CH2:15][N:16]([C:18]([O:20][C:21]([CH3:22])([CH3:23])[CH3:24])=[O:19])[CH2:17]4)[C:2]([Cl:1])=[C:7]([Cl:8])[CH:6]=3)[CH3:10])[C:26]=2[CH:25]=[CH:31][N:32]=1. The reactants are [Cl:1][C:2]1[C:7]([Cl:8])=[CH:6][C:5]([CH:9](Cl)[CH3:10])=[C:4]([O:12][CH3:13])[C:3]=1[CH:14]1[CH2:17][N:16]([C:18]([O:20][C:21]([CH3:24])([CH3:23])[CH3:22])=[O:19])[CH2:15]1.[CH3:25][C:26]1[C:34]2[C:29](=N[CH:31]=[N:32][C:33]=2[NH2:35])[NH:28][N:27]=1.[C:36](=O)([O-])[O-].[Cs+].[Cs+].[I-].[K+]. (7) The product is [CH3:1][O:2][C:3]([C:5]1[S:6][C:7]([C:11]2[CH:16]=[CH:15][CH:14]=[CH:13][CH:12]=2)=[CH:8][C:9]=1[NH:10][CH3:18])=[O:4]. The yield is 0.320. The catalyst is CN(C)C=O. The reactants are [CH3:1][O:2][C:3]([C:5]1[S:6][C:7]([C:11]2[CH:16]=[CH:15][CH:14]=[CH:13][CH:12]=2)=[CH:8][C:9]=1[NH2:10])=[O:4].I[CH3:18]. (8) The reactants are COCCO[AlH2-]OCCOC.[Na+].[CH3:13][C:14]1([CH2:22][C:23]([CH3:25])=[CH2:24])[CH2:19][CH2:18][CH2:17][CH:16]([CH3:20])[C:15]1=[O:21]. The catalyst is C1(C)C=CC=CC=1. The product is [CH3:24][C:23]1([CH3:25])[CH2:22][C:14]2([CH3:13])[CH2:19][CH2:18][CH2:17][CH:16]([CH3:20])[CH:15]2[O:21]1. The yield is 0.630. (9) The reactants are [CH:1]([O:4][C:5]1[CH:10]=[CH:9][N:8]=[C:7]2[N:11](S(C3C=CC(C)=CC=3)(=O)=O)[CH:12]=[C:13]([CH:14]=[CH:15][C:16]([NH2:18])=[O:17])[C:6]=12)([CH3:3])[CH3:2].CCCC[N+](CCCC)(CCCC)CCCC.[F-]. The yield is 0.110. The catalyst is C1COCC1. The product is [CH:1]([O:4][C:5]1[CH:10]=[CH:9][N:8]=[C:7]2[NH:11][CH:12]=[C:13]([CH:14]=[CH:15][C:16]([NH2:18])=[O:17])[C:6]=12)([CH3:3])[CH3:2]. (10) The reactants are [C:1]([C:3]1[CH:8]=[CH:7][C:6]([C:9]2([O:12][CH:13]([CH3:15])[CH3:14])[CH2:11][CH2:10]2)=[CH:5][CH:4]=1)#[CH:2].[CH2:16]([O:18][C:19](=[O:27])[C:20]1[CH:25]=[CH:24][C:23](I)=[CH:22][CH:21]=1)[CH3:17]. The catalyst is C(N(CC)CC)C.[Cu]I.Cl[Pd](Cl)([P](C1C=CC=CC=1)(C1C=CC=CC=1)C1C=CC=CC=1)[P](C1C=CC=CC=1)(C1C=CC=CC=1)C1C=CC=CC=1. The product is [CH:13]([O:12][C:9]1([C:6]2[CH:7]=[CH:8][C:3]([C:1]#[C:2][C:23]3[CH:24]=[CH:25][C:20]([C:19]([O:18][CH2:16][CH3:17])=[O:27])=[CH:21][CH:22]=3)=[CH:4][CH:5]=2)[CH2:10][CH2:11]1)([CH3:15])[CH3:14]. The yield is 0.760.